From a dataset of Catalyst prediction with 721,799 reactions and 888 catalyst types from USPTO. Predict which catalyst facilitates the given reaction. (1) Reactant: [N:1]1([CH2:6][C@@H:7]([C:9]([OH:11])=[O:10])[NH2:8])[CH:5]=[CH:4][CH:3]=[N:2]1.[C:12](O[C:12]([O:14][C:15]([CH3:18])([CH3:17])[CH3:16])=[O:13])([O:14][C:15]([CH3:18])([CH3:17])[CH3:16])=[O:13]. Product: [C:15]([O:14][C:12]([NH:8][C@H:7]([C:9]([OH:11])=[O:10])[CH2:6][N:1]1[CH:5]=[CH:4][CH:3]=[N:2]1)=[O:13])([CH3:18])([CH3:17])[CH3:16]. The catalyst class is: 5. (2) Reactant: [O:1]1[C:5]2[CH:6]=[CH:7][C:8]([C:10]3[S:11][C:12]4[C:18]([N+:19]([O-])=O)=[C:17]([O:22][CH3:23])[CH:16]=[CH:15][C:13]=4[N:14]=3)=[CH:9][C:4]=2[O:3][CH2:2]1.[H][H]. Product: [O:1]1[C:5]2[CH:6]=[CH:7][C:8]([C:10]3[S:11][C:12]4[C:18]([NH2:19])=[C:17]([O:22][CH3:23])[CH:16]=[CH:15][C:13]=4[N:14]=3)=[CH:9][C:4]=2[O:3][CH2:2]1. The catalyst class is: 19. (3) Product: [C:26]([O:30][C:31]([N:33]1[CH2:38][CH2:37][CH:36]([N:39]2[CH2:44][CH2:43][N:42]([C:19](=[O:20])[NH:8][C:5]3[CH:6]=[CH:7][C:2]([Br:1])=[C:3]([O:9][C:10]([F:12])([F:11])[F:13])[CH:4]=3)[CH2:41][CH2:40]2)[CH2:35][CH2:34]1)=[O:32])([CH3:29])([CH3:27])[CH3:28]. Reactant: [Br:1][C:2]1[CH:7]=[CH:6][C:5]([NH2:8])=[CH:4][C:3]=1[O:9][C:10]([F:13])([F:12])[F:11].C1N=CN([C:19](N2C=NC=C2)=[O:20])C=1.[C:26]([O:30][C:31]([N:33]1[CH2:38][CH2:37][CH:36]([N:39]2[CH2:44][CH2:43][NH:42][CH2:41][CH2:40]2)[CH2:35][CH2:34]1)=[O:32])([CH3:29])([CH3:28])[CH3:27]. The catalyst class is: 2. (4) The catalyst class is: 2. Product: [F:33][C:2]([F:1])([F:32])[S:3]([O:6][C:7]1[CH:8]=[C:9]([C:13]23[CH2:18][CH2:17][C:16]([CH2:21][CH2:22][O:23][CH2:24][C:25]([OH:27])=[O:26])([CH2:19][CH2:20]2)[CH2:15][O:14]3)[CH:10]=[CH:11][CH:12]=1)(=[O:4])=[O:5]. Reactant: [F:1][C:2]([F:33])([F:32])[S:3]([O:6][C:7]1[CH:8]=[C:9]([C:13]23[CH2:20][CH2:19][C:16]([CH2:21][CH2:22][O:23][CH2:24][C:25]([O:27]C(C)(C)C)=[O:26])([CH2:17][CH2:18]2)[CH2:15][O:14]3)[CH:10]=[CH:11][CH:12]=1)(=[O:5])=[O:4].C(O)=O. (5) Reactant: [C:1]([O:5][C:6]([N:8]1[CH2:13][CH2:12][C:11]([CH:20]2[CH2:25][CH2:24][CH2:23][CH2:22][CH2:21]2)([CH2:14][CH2:15][C:16](OC)=[O:17])[CH2:10][CH2:9]1)=[O:7])([CH3:4])([CH3:3])[CH3:2].[H-].C([Al+]CC(C)C)C(C)C. Product: [C:1]([O:5][C:6]([N:8]1[CH2:9][CH2:10][C:11]([CH:20]2[CH2:21][CH2:22][CH2:23][CH2:24][CH2:25]2)([CH2:14][CH2:15][CH:16]=[O:17])[CH2:12][CH2:13]1)=[O:7])([CH3:4])([CH3:2])[CH3:3]. The catalyst class is: 2. (6) Reactant: C(OC([N:11]1[CH2:16][CH2:15][C:14]([C:18]2[CH:23]=[CH:22][C:21]([O:24][CH2:25][CH2:26][CH2:27][CH2:28][CH2:29][CH3:30])=[CH:20][CH:19]=2)([OH:17])[CH2:13][CH2:12]1)=O)C1C=CC=CC=1. Product: [CH2:25]([O:24][C:21]1[CH:22]=[CH:23][C:18]([C:14]2([OH:17])[CH2:13][CH2:12][NH:11][CH2:16][CH2:15]2)=[CH:19][CH:20]=1)[CH2:26][CH2:27][CH2:28][CH2:29][CH3:30]. The catalyst class is: 5. (7) Reactant: Br[C:2]1[CH:3]=[CH:4][C:5]2[S:9](=[O:11])(=[O:10])[N:8]([CH2:12][CH2:13][OH:14])[CH2:7][C:6]=2[CH:15]=1.[F:16][C:17]1[CH:25]=[C:24]2[C:20]([C:21](B3OC(C)(C)C(C)(C)O3)=[CH:22][N:23]2[C:26]([O:28][C:29]([CH3:32])([CH3:31])[CH3:30])=[O:27])=[CH:19][CH:18]=1.[O-]P([O-])([O-])=O.[K+].[K+].[K+].N#N. Product: [F:16][C:17]1[CH:25]=[C:24]2[C:20]([C:21]([C:2]3[CH:3]=[CH:4][C:5]4[S:9](=[O:11])(=[O:10])[N:8]([CH2:12][CH2:13][OH:14])[CH2:7][C:6]=4[CH:15]=3)=[CH:22][N:23]2[C:26]([O:28][C:29]([CH3:32])([CH3:31])[CH3:30])=[O:27])=[CH:19][CH:18]=1. The catalyst class is: 38. (8) Product: [CH3:25][S:26]([O:1][CH2:2][C@H:3]1[CH2:8][CH2:7][CH2:6][N:5]([C:9]([O:11][C:12]([CH3:15])([CH3:14])[CH3:13])=[O:10])[CH2:4]1)(=[O:28])=[O:27]. The catalyst class is: 4. Reactant: [OH:1][CH2:2][C@H:3]1[CH2:8][CH2:7][CH2:6][N:5]([C:9]([O:11][C:12]([CH3:15])([CH3:14])[CH3:13])=[O:10])[CH2:4]1.C(N(C(C)C)C(C)C)C.[CH3:25][S:26](Cl)(=[O:28])=[O:27].